The task is: Predict which catalyst facilitates the given reaction.. This data is from Catalyst prediction with 721,799 reactions and 888 catalyst types from USPTO. (1) Reactant: O[CH2:2][C@@H:3]([C@H:5]([C@@H]([C@@H](CO)O)O)O)O.[CH:22]1(N=C=N[CH:22]2[CH2:27][CH2:26][CH2:25][CH2:24][CH2:23]2)[CH2:27][CH2:26][CH2:25][CH2:24][CH2:23]1.[CH:28]([CH:31]1[CH2:36][CH2:35][CH:34]([CH3:37])[CH2:33][CH:32]1[O:38][C:39](/[CH:41]=[CH:42]/[C:43]([OH:45])=[O:44])=[O:40])([CH3:30])[CH3:29].[CH3:46]N(C=O)C. Product: [C:43]([O:45][CH:22]1[CH:23]([CH:3]([CH3:5])[CH3:2])[CH2:24][CH2:25][CH:26]([CH3:46])[CH2:27]1)(=[O:44])/[CH:42]=[CH:41]/[C:39]([O:38][CH:32]1[CH:31]([CH:28]([CH3:29])[CH3:30])[CH2:36][CH2:35][CH:34]([CH3:37])[CH2:33]1)=[O:40]. The catalyst class is: 142. (2) Reactant: [Br:1][C:2]1[CH:3]=[C:4]([CH:8]([C:10]2[S:11][C:12]([CH2:15][CH3:16])=[CH:13][CH:14]=2)O)[CH:5]=[CH:6][CH:7]=1.C([SiH](CC)CC)C.C(=O)([O-])O.[Na+]. Product: [Br:1][C:2]1[CH:3]=[C:4]([CH2:8][C:10]2[S:11][C:12]([CH2:15][CH3:16])=[CH:13][CH:14]=2)[CH:5]=[CH:6][CH:7]=1. The catalyst class is: 4. (3) Reactant: [Cl:1][C:2]1[CH:21]=[C:20]([C:22]([F:25])([F:24])[F:23])[CH:19]=[CH:18][C:3]=1[CH2:4][N:5]1[C:9]([C:10]([O:12]C)=[O:11])=[CH:8][C:7]([O:14][CH2:15][O:16][CH3:17])=[N:6]1.[OH-].[Na+].O1CCCC1. Product: [Cl:1][C:2]1[CH:21]=[C:20]([C:22]([F:25])([F:23])[F:24])[CH:19]=[CH:18][C:3]=1[CH2:4][N:5]1[C:9]([C:10]([OH:12])=[O:11])=[CH:8][C:7]([O:14][CH2:15][O:16][CH3:17])=[N:6]1. The catalyst class is: 8. (4) Reactant: [Cl:1][CH:2]([Cl:6])[C:3](Cl)=[O:4].Cl.[CH2:8]([O:15][NH2:16])[C:9]1[CH:14]=[CH:13][CH:12]=[CH:11][CH:10]=1. Product: [Cl:1][CH:2]([Cl:6])[C:3]([NH:16][O:15][CH2:8][C:9]1[CH:14]=[CH:13][CH:12]=[CH:11][CH:10]=1)=[O:4]. The catalyst class is: 25.